From a dataset of Catalyst prediction with 721,799 reactions and 888 catalyst types from USPTO. Predict which catalyst facilitates the given reaction. (1) Reactant: C(N(CC)CC)C.[OH:8][C:9]1[CH:17]=[CH:16][C:12]([C:13]([OH:15])=[O:14])=[CH:11][CH:10]=1.[CH2:18]([O:20][CH2:21]Cl)[CH3:19]. Product: [CH2:18]([O:20][CH2:21][O:14][C:13](=[O:15])[C:12]1[CH:16]=[CH:17][C:9]([OH:8])=[CH:10][CH:11]=1)[CH3:19]. The catalyst class is: 4. (2) Reactant: CS(O[CH2:6][C:7]1[CH:8]=[N:9][C:10]2[C:15]([CH:16]=1)=[N:14][CH:13]=[C:12]([O:17][CH2:18][C:19]1[CH:24]=[CH:23][C:22]([F:25])=[C:21]([F:26])[CH:20]=1)[CH:11]=2)(=O)=O.FC1C=C(C=CC=1F)COC1C=C2C(C=C(CO)C=N2)=[N:35][CH:34]=1.CS(Cl)(=O)=O. Product: [F:26][C:21]1[CH:20]=[C:19]([CH2:18][O:17][C:12]2[CH:11]=[C:10]3[C:15]([CH:16]=[C:7]([CH2:6][C:34]#[N:35])[CH:8]=[N:9]3)=[N:14][CH:13]=2)[CH:24]=[CH:23][C:22]=1[F:25]. The catalyst class is: 2. (3) The catalyst class is: 3. Product: [CH3:19][O:20][C:21]1[CH:28]=[CH:27][C:24]([CH2:25][O:7][C:8]2[CH:9]=[CH:10][C:11](/[CH:12]=[CH:13]/[C:14]([O:16][CH2:12][C:11]3[CH:17]=[CH:18][C:8]([O:4][CH3:1])=[CH:9][CH:10]=3)=[O:15])=[CH:17][CH:18]=2)=[CH:23][CH:22]=1. Reactant: [C:1](=[O:4])([O-])[O-].[K+].[K+].[OH:7][C:8]1[CH:18]=[CH:17][C:11]([CH:12]=[CH:13][C:14]([OH:16])=[O:15])=[CH:10][CH:9]=1.[CH3:19][O:20][C:21]1[CH:28]=[CH:27][C:24]([CH2:25]Cl)=[CH:23][CH:22]=1.O. (4) Reactant: [Cl:1][C:2]1[CH:7]=[CH:6][C:5]([CH:8]2[C:13]([C:14]#[N:15])=[C:12]([CH2:16][CH:17]([CH3:19])[CH3:18])[NH:11][C:10]([CH3:20])=[C:9]2[C:21]([O:23][C:24]([CH3:27])([CH3:26])[CH3:25])=[O:22])=[CH:4][CH:3]=1.[N+]([O-])([O-])=O.[Ce+3].[NH4+].[NH4+].[N+]([O-])([O-])=O.[N+]([O-])([O-])=O.[N+]([O-])([O-])=O.[N+]([O-])([O-])=O. Product: [Cl:1][C:2]1[CH:3]=[CH:4][C:5]([C:8]2[C:9]([C:21]([O:23][C:24]([CH3:25])([CH3:26])[CH3:27])=[O:22])=[C:10]([CH3:20])[N:11]=[C:12]([CH2:16][CH:17]([CH3:18])[CH3:19])[C:13]=2[C:14]#[N:15])=[CH:6][CH:7]=1. The catalyst class is: 21. (5) Reactant: Cl[C:2]1[CH:3]=[C:4]([CH:12]=[C:13]([C:15]([F:18])([F:17])[F:16])[N:14]=1)[C:5]([O:7][C:8]([CH3:11])([CH3:10])[CH3:9])=[O:6].[NH2:19][CH:20]1[CH2:25][CH2:24][N:23]([C:26]([O:28][C:29]([CH3:32])([CH3:31])[CH3:30])=[O:27])[CH2:22][CH2:21]1.C(N(CC)C(C)C)(C)C. Product: [C:29]([O:28][C:26]([N:23]1[CH2:24][CH2:25][CH:20]([NH:19][C:2]2[CH:3]=[C:4]([CH:12]=[C:13]([C:15]([F:18])([F:17])[F:16])[N:14]=2)[C:5]([O:7][C:8]([CH3:11])([CH3:10])[CH3:9])=[O:6])[CH2:21][CH2:22]1)=[O:27])([CH3:32])([CH3:30])[CH3:31]. The catalyst class is: 197. (6) Reactant: C(=O)([O-])[O-].[K+].[K+].[OH:7][C@H:8]([C:45]1[C:53]2[S:52][C:51](=[O:54])[NH:50][C:49]=2[C:48]([OH:55])=[CH:47][CH:46]=1)[CH2:9][N:10]([CH2:18][C:19]1[CH:24]=[CH:23][C:22]([O:25][CH2:26][CH2:27][N:28]2[CH2:44][CH2:43][C:31]3([O:36][CH2:35][CH2:34][N:33](C(=O)C(F)(F)F)[CH2:32]3)[CH2:30][CH2:29]2)=[CH:21][CH:20]=1)[C:11](=[O:17])[O:12][C:13]([CH3:16])([CH3:15])[CH3:14]. Product: [O:36]1[C:31]2([CH2:43][CH2:44][N:28]([CH2:27][CH2:26][O:25][C:22]3[CH:21]=[CH:20][C:19]([CH2:18][N:10]([CH2:9][C@H:8]([OH:7])[C:45]4[C:53]5[S:52][C:51](=[O:54])[NH:50][C:49]=5[C:48]([OH:55])=[CH:47][CH:46]=4)[C:11](=[O:17])[O:12][C:13]([CH3:16])([CH3:15])[CH3:14])=[CH:24][CH:23]=3)[CH2:29][CH2:30]2)[CH2:32][NH:33][CH2:34][CH2:35]1. The catalyst class is: 72. (7) Reactant: [CH:1]1([N:4]2[C:8]([NH:9]C(=O)OC(C)(C)C)=[CH:7][CH:6]=[N:5]2)[CH2:3][CH2:2]1.FC(F)(F)C(O)=O. Product: [CH:1]1([N:4]2[C:8]([NH2:9])=[CH:7][CH:6]=[N:5]2)[CH2:3][CH2:2]1. The catalyst class is: 2. (8) Reactant: [C:1]([O:5][C:6](=[O:26])[C:7]([S:10][C:11]1[S:12][CH:13]=[C:14]([CH2:16][CH2:17][NH:18][C:19]2[CH:24]=[CH:23][C:22]([Br:25])=[CH:21][N:20]=2)[N:15]=1)([CH3:9])[CH3:8])([CH3:4])([CH3:3])[CH3:2].NC1C=CC(Br)=CN=1.C(OC(=O)C(SC1SC=C(CC(O)=O)N=1)(C)C)(C)(C)C.[CH2:55](I)[CH2:56][CH2:57][CH2:58][CH2:59][CH2:60][CH3:61].CC(C)([O-])C.[K+]. Product: [C:1]([O:5][C:6](=[O:26])[C:7]([S:10][C:11]1[S:12][CH:13]=[C:14]([CH2:16][CH2:17][N:18]([C:19]2[CH:24]=[CH:23][C:22]([Br:25])=[CH:21][N:20]=2)[CH2:55][CH2:56][CH2:57][CH2:58][CH2:59][CH2:60][CH3:61])[N:15]=1)([CH3:9])[CH3:8])([CH3:2])([CH3:3])[CH3:4]. The catalyst class is: 35. (9) Reactant: [Br:1][C:2]1[N:3]=[C:4]([CH2:18]Br)[O:5][C:6]=1[C:7]1[CH:12]=[CH:11][C:10]([O:13][C:14]([F:17])([F:16])[F:15])=[CH:9][CH:8]=1.[CH3:20][O:21][C:22](=[O:33])[CH2:23][O:24][C:25]1[CH:30]=[CH:29][C:28]([OH:31])=[CH:27][C:26]=1[CH3:32].C([O-])([O-])=O.[Cs+].[Cs+]. Product: [CH3:20][O:21][C:22](=[O:33])[CH2:23][O:24][C:25]1[CH:30]=[CH:29][C:28]([O:31][CH2:18][C:4]2[O:5][C:6]([C:7]3[CH:12]=[CH:11][C:10]([O:13][C:14]([F:17])([F:16])[F:15])=[CH:9][CH:8]=3)=[C:2]([Br:1])[N:3]=2)=[CH:27][C:26]=1[CH3:32]. The catalyst class is: 23. (10) Reactant: [BH4-].[Na+].C([O:10][C:11]1[C:15]([C:16](=O)[C:17]2[CH:22]=[CH:21][C:20]([O:23][CH3:24])=[CH:19][CH:18]=2)=[C:14]([C:26]2[CH:31]=[CH:30][C:29]([N:32]([CH3:34])[CH3:33])=[CH:28][CH:27]=2)[N:13]([CH:35]([CH3:37])[CH3:36])[N:12]=1)C1C=CC=CC=1.[ClH:38]. Product: [ClH:38].[CH3:34][N:32]([C:29]1[CH:30]=[CH:31][C:26]([C:14]2[N:13]([CH:35]([CH3:36])[CH3:37])[NH:12][C:11](=[O:10])[C:15]=2[CH2:16][C:17]2[CH:18]=[CH:19][C:20]([O:23][CH3:24])=[CH:21][CH:22]=2)=[CH:27][CH:28]=1)[CH3:33]. The catalyst class is: 7.